Dataset: Forward reaction prediction with 1.9M reactions from USPTO patents (1976-2016). Task: Predict the product of the given reaction. Given the reactants [S:1]1[C:5]([C:6]2[CH:7]=[C:8]([NH2:15])[CH:9]=[C:10]3[C:14]=2[NH:13][N:12]=[CH:11]3)=[CH:4][C:3]2[CH:16]=[CH:17][CH:18]=[CH:19][C:2]1=2.Cl[C:21]([O:23]C)=[S:22].[CH2:25](N(CC)CC)C, predict the reaction product. The product is: [CH3:25][S:23][C:21](=[O:22])[NH:15][C:8]1[CH:9]=[C:10]2[C:14](=[C:6]([C:5]3[S:1][C:2]4[CH:19]=[CH:18][CH:17]=[CH:16][C:3]=4[CH:4]=3)[CH:7]=1)[NH:13][N:12]=[CH:11]2.